From a dataset of Catalyst prediction with 721,799 reactions and 888 catalyst types from USPTO. Predict which catalyst facilitates the given reaction. (1) Reactant: Cl[CH2:2][CH2:3][CH2:4][CH2:5][N:6]1[C:15]2[C:10](=[CH:11][CH:12]=[CH:13][CH:14]=2)[CH2:9][CH2:8][C:7]1=[O:16].BrCCCCN1C2C(=CC=CC=2)CCC1=O.[C:33]([C:37]1[N:42]=[C:41]([N:43]2[CH2:48][CH2:47][NH:46][CH2:45][CH2:44]2)[CH:40]=[C:39]([C:49]([F:52])([F:51])[F:50])[N:38]=1)([CH3:36])([CH3:35])[CH3:34].CCN(CC)CC. Product: [C:33]([C:37]1[N:42]=[C:41]([N:43]2[CH2:44][CH2:45][N:46]([CH2:2][CH2:3][CH2:4][CH2:5][N:6]3[C:15]4[C:10](=[CH:11][CH:12]=[CH:13][CH:14]=4)[CH2:9][CH2:8][C:7]3=[O:16])[CH2:47][CH2:48]2)[CH:40]=[C:39]([C:49]([F:50])([F:51])[F:52])[N:38]=1)([CH3:36])([CH3:34])[CH3:35]. The catalyst class is: 42. (2) Reactant: [CH3:1][N:2]([CH3:20])[CH2:3][CH2:4][CH2:5][NH:6][C:7](=[O:19])[CH2:8][CH2:9][CH2:10][CH2:11][CH2:12][CH2:13][CH2:14][CH2:15][CH2:16][CH2:17][CH3:18].[CH2:21]([Cl:28])[C:22]1[CH:27]=[CH:26][CH:25]=[CH:24][CH:23]=1. Product: [Cl-:28].[CH3:20][N+:2]([CH3:1])([CH2:3][CH2:4][CH2:5][NH:6][C:7](=[O:19])[CH2:8][CH2:9][CH2:10][CH2:11][CH2:12][CH2:13][CH2:14][CH2:15][CH2:16][CH2:17][CH3:18])[CH2:21][C:22]1[CH:27]=[CH:26][CH:25]=[CH:24][CH:23]=1. The catalyst class is: 21. (3) The catalyst class is: 5. Reactant: [CH3:1][O:2][CH:3]([O:13][CH3:14])[CH2:4][C:5](=[O:12])[CH2:6][C:7]([O:9][CH2:10][CH3:11])=[O:8].[H][H]. Product: [CH3:1][O:2][CH:3]([O:13][CH3:14])[CH2:4][CH:5]([OH:12])[CH2:6][C:7]([O:9][CH2:10][CH3:11])=[O:8]. (4) Reactant: [Cl:1][C:2]1[C:7]([N+:8]([O-])=O)=[CH:6][C:5]([NH:11][C:12](=[O:14])[CH3:13])=[C:4]([F:15])[CH:3]=1. Product: [NH2:8][C:7]1[C:2]([Cl:1])=[CH:3][C:4]([F:15])=[C:5]([NH:11][C:12](=[O:14])[CH3:13])[CH:6]=1. The catalyst class is: 13. (5) Reactant: C(OC([N:8]([CH2:24][C:25]1([C:29]2[C:34]([F:35])=[CH:33][CH:32]=[CH:31][N:30]=2)[CH2:28][CH2:27][CH2:26]1)[C:9]1[N:14]=[N:13][C:12]([C:15]2[CH:19]=[C:18]([C:20]([O:22]C)=O)[O:17][N:16]=2)=[CH:11][CH:10]=1)=O)(C)(C)C.[OH-].[NH4+:37]. Product: [F:35][C:34]1[C:29]([C:25]2([CH2:24][NH:8][C:9]3[N:14]=[N:13][C:12]([C:15]4[CH:19]=[C:18]([C:20]([NH2:37])=[O:22])[O:17][N:16]=4)=[CH:11][CH:10]=3)[CH2:28][CH2:27][CH2:26]2)=[N:30][CH:31]=[CH:32][CH:33]=1. The catalyst class is: 5. (6) Reactant: [C:1]([N:8]1[CH2:12][C@H:11]([OH:13])[CH2:10][C@H:9]1[CH2:14][OH:15])([O:3][C:4]([CH3:7])([CH3:6])[CH3:5])=[O:2].N1C=CN=C1.[C:21]([Si:25](Cl)([C:32]1[CH:37]=[CH:36][CH:35]=[CH:34][CH:33]=1)[C:26]1[CH:31]=[CH:30][CH:29]=[CH:28][CH:27]=1)([CH3:24])([CH3:23])[CH3:22].C(=O)(O)[O-].[Na+]. Product: [Si:25]([O:15][CH2:14][C@@H:9]1[CH2:10][C@@H:11]([OH:13])[CH2:12][N:8]1[C:1]([O:3][C:4]([CH3:7])([CH3:6])[CH3:5])=[O:2])([C:21]([CH3:24])([CH3:23])[CH3:22])([C:32]1[CH:33]=[CH:34][CH:35]=[CH:36][CH:37]=1)[C:26]1[CH:31]=[CH:30][CH:29]=[CH:28][CH:27]=1. The catalyst class is: 39.